Dataset: Catalyst prediction with 721,799 reactions and 888 catalyst types from USPTO. Task: Predict which catalyst facilitates the given reaction. (1) Reactant: CO[C:3]([CH:5]1[CH2:8][C:7]([O:11][CH3:12])([O:9][CH3:10])[CH2:6]1)=[O:4].[NH:13]1[CH2:17][CH2:16][CH2:15][CH2:14]1.[Br-].[Mg+2].[Br-]. Product: [CH3:12][O:11][C:7]1([O:9][CH3:10])[CH2:6][CH:5]([C:3]([N:13]2[CH2:17][CH2:16][CH2:15][CH2:14]2)=[O:4])[CH2:8]1. The catalyst class is: 10. (2) Reactant: [F:1][C:2]1[CH:3]=[C:4]([CH2:9][C@@H:10]([C:26]2[C:31]([C:32]3[CH:33]=[CH:34][C:35]([F:41])=[C:36]([CH:40]=3)[C:37]([NH2:39])=[O:38])=[CH:30][CH:29]=[CH:28][N:27]=2)[NH:11][C:12](=[O:25])[CH2:13][N:14]2[CH:18]=[C:17]([CH:19]=[O:20])[C:16]([C:21]([F:24])([F:23])[F:22])=[N:15]2)[CH:5]=[C:6]([F:8])[CH:7]=1.Cl.[CH3:43][NH2:44].ClCCCl.[BH-](OC(C)=O)(OC(C)=O)OC(C)=O.[Na+]. Product: [F:1][C:2]1[CH:3]=[C:4]([CH2:9][C@@H:10]([C:26]2[C:31]([C:32]3[CH:33]=[CH:34][C:35]([F:41])=[C:36]([CH:40]=3)[C:37]([NH2:39])=[O:38])=[CH:30][CH:29]=[CH:28][N:27]=2)[NH:11][C:12](=[O:25])[CH2:13][N:14]2[CH:18]=[C:17]([CH2:19][OH:20])[C:16]([C:21]([F:23])([F:24])[F:22])=[N:15]2)[CH:5]=[C:6]([F:8])[CH:7]=1.[F:8][C:6]1[CH:5]=[C:4]([CH2:9][C@@H:10]([C:26]2[C:31]([C:32]3[CH:33]=[CH:34][C:35]([F:41])=[C:36]([CH:40]=3)[C:37]([NH2:39])=[O:38])=[CH:30][CH:29]=[CH:28][N:27]=2)[NH:11][C:12](=[O:25])[CH2:13][N:14]2[CH:18]=[C:17]([CH2:19][NH:44][CH3:43])[C:16]([C:21]([F:22])([F:23])[F:24])=[N:15]2)[CH:3]=[C:2]([F:1])[CH:7]=1. The catalyst class is: 15. (3) Reactant: [Cl:1][C:2]1[N:7]=[C:6]2[CH:8]=[C:9]([C:20]#[N:21])[N:10](S(C3C=CC=CC=3)(=O)=O)[C:5]2=[CH:4][CH:3]=1.[OH-].[Na+]. Product: [Cl:1][C:2]1[N:7]=[C:6]2[CH:8]=[C:9]([C:20]#[N:21])[NH:10][C:5]2=[CH:4][CH:3]=1. The catalyst class is: 1. (4) Reactant: [NH2:1][C:2]1[N:7]=[C:6]([NH:8][CH2:9][C:10]2[N:15]=[C:14]([N:16]3[CH2:20][CH2:19][CH2:18][C:17]3=[O:21])[CH:13]=[CH:12][CH:11]=2)[C:5]([NH2:22])=[C:4]([Cl:23])[N:3]=1.CCO.[N:27]([O-])=O.[Na+]. Product: [NH2:1][C:2]1[N:3]=[C:4]([Cl:23])[C:5]2[N:22]=[N:27][N:8]([CH2:9][C:10]3[N:15]=[C:14]([N:16]4[CH2:20][CH2:19][CH2:18][C:17]4=[O:21])[CH:13]=[CH:12][CH:11]=3)[C:6]=2[N:7]=1. The catalyst class is: 86. (5) The catalyst class is: 11. Reactant: [H-].[Na+].[C:3]([C:6]1[CH:7]=[CH:8][C:9]2[S:15][C:14]3[CH:16]=[CH:17][CH:18]=[CH:19][C:13]=3[CH2:12][C:11](=[O:20])[C:10]=2[CH:21]=1)([OH:5])=[O:4].Cl[CH2:23][CH2:24][N:25]([CH3:27])[CH3:26].O. Product: [CH3:26][N:25]([CH2:24][CH2:23][O:20][C:11]1[C:10]2[CH:21]=[C:6]([C:3]([O:5][CH2:23][CH2:24][N:25]([CH3:27])[CH3:26])=[O:4])[CH:7]=[CH:8][C:9]=2[S:15][C:14]2[CH:16]=[CH:17][CH:18]=[CH:19][C:13]=2[CH:12]=1)[CH3:27]. (6) Reactant: [CH3:1][C:2]1[CH:7]=[C:6]([CH3:8])[CH:5]=[C:4]([CH3:9])[C:3]=1[N:10]=[C:11]=[O:12].[NH2:13][C:14]1[CH:19]=[C:18]([F:20])[CH:17]=[CH:16][C:15]=1[C:21]([NH:23][C@@H:24]([CH:29]1[CH2:33][CH2:32][CH2:31][CH2:30]1)[C:25]([O:27][CH3:28])=[O:26])=[O:22].CCCCCC.C(OCC)(=O)C. Product: [CH:29]1([C@H:24]([NH:23][C:21]([C:15]2[CH:16]=[CH:17][C:18]([F:20])=[CH:19][C:14]=2[NH:13][C:11]([NH:10][C:3]2[C:2]([CH3:1])=[CH:7][C:6]([CH3:8])=[CH:5][C:4]=2[CH3:9])=[O:12])=[O:22])[C:25]([O:27][CH3:28])=[O:26])[CH2:33][CH2:32][CH2:31][CH2:30]1. The catalyst class is: 17. (7) Reactant: [NH2:1][C:2]1[C:3]([C:20]2[O:24][C:23]([C:25](OCC)=[O:26])=[N:22][N:21]=2)=[N:4][C:5]([C:8]2[CH:13]=[CH:12][C:11]([S:14]([CH:17]([CH3:19])[CH3:18])(=[O:16])=[O:15])=[CH:10][CH:9]=2)=[CH:6][N:7]=1.[NH2:30][CH:31]1[CH2:35][CH2:34][N:33](C(OC(C)(C)C)=O)[CH2:32]1. Product: [NH2:1][C:2]1[C:3]([C:20]2[O:24][C:23]([C:25]([NH:30][CH:31]3[CH2:35][CH2:34][NH:33][CH2:32]3)=[O:26])=[N:22][N:21]=2)=[N:4][C:5]([C:8]2[CH:13]=[CH:12][C:11]([S:14]([CH:17]([CH3:19])[CH3:18])(=[O:15])=[O:16])=[CH:10][CH:9]=2)=[CH:6][N:7]=1. The catalyst class is: 8.